From a dataset of Forward reaction prediction with 1.9M reactions from USPTO patents (1976-2016). Predict the product of the given reaction. (1) The product is: [NH2:3][C:4]1[N:9]=[CH:8][N:7]=[C:6]2[N:10]([CH:16]([C:18]3[C:19]([O:31][CH3:32])=[C:20]([CH:27]4[CH2:30][N:29]([C@@H:34]([CH3:39])[C:35]([OH:37])=[O:36])[CH2:28]4)[C:21]([CH3:26])=[C:22]([C:23]#[N:24])[CH:25]=3)[CH3:17])[N:11]=[C:12]([CH:13]([F:14])[F:15])[C:5]=12. Given the reactants Cl.Cl.[NH2:3][C:4]1[N:9]=[CH:8][N:7]=[C:6]2[N:10]([CH:16]([C:18]3[C:19]([O:31][CH3:32])=[C:20]([CH:27]4[CH2:30][NH:29][CH2:28]4)[C:21]([CH3:26])=[C:22]([CH:25]=3)[C:23]#[N:24])[CH3:17])[N:11]=[C:12]([CH:13]([F:15])[F:14])[C:5]=12.Cl[C@@H:34]([CH3:39])[C:35]([O:37]C)=[O:36].C(=O)([O-])[O-].[K+].[K+].O.[OH-].[Li+], predict the reaction product. (2) Given the reactants [Br:1][CH2:2][CH2:3][CH2:4][CH3:5].[CH3:6][N:7]1[CH:11]=[CH:10][N:9]=[CH:8]1, predict the reaction product. The product is: [Br-:1].[CH2:2]([N+:9]1[CH:10]=[CH:11][N:7]([CH3:6])[CH:8]=1)[CH2:3][CH2:4][CH3:5]. (3) Given the reactants [ClH:1].[F:2][C:3]1[CH:4]=[C:5]([CH:9]=[C:10]2[CH2:15][CH2:14][CH2:13][N:12](C(OC(C)(C)C)=O)[CH2:11]2)[CH:6]=[CH:7][CH:8]=1, predict the reaction product. The product is: [ClH:1].[F:2][C:3]1[CH:4]=[C:5]([CH:9]=[C:10]2[CH2:15][CH2:14][CH2:13][NH:12][CH2:11]2)[CH:6]=[CH:7][CH:8]=1. (4) The product is: [Cl:1][C:2]1[N:3]=[C:4]([CH2:9][CH3:10])[NH:5][C:6]=1[CH:7]=[O:8]. Given the reactants [Cl:1][C:2]1[N:3]=[C:4]([CH2:9][CH3:10])[NH:5][C:6]=1[CH2:7][OH:8], predict the reaction product. (5) Given the reactants [CH3:1][C:2]1[CH:3]=[C:4]([NH2:9])[C:5]([NH2:8])=[CH:6][CH:7]=1.[CH:10]([CH:12]=O)=O, predict the reaction product. The product is: [CH3:1][C:2]1[CH:3]=[C:4]2[C:5](=[CH:6][CH:7]=1)[N:8]=[CH:12][CH:10]=[N:9]2. (6) Given the reactants [NH2:1][C:2](=[O:20])[CH:3]([NH:9]C(=O)OCC1C=CC=CC=1)[CH2:4][C:5]([F:8])([F:7])[F:6].[H][H], predict the reaction product. The product is: [NH2:9][CH:3]([CH2:4][C:5]([F:8])([F:7])[F:6])[C:2]([NH2:1])=[O:20]. (7) Given the reactants [Cl:1][C:2]1[CH:3]=[C:4]([C:16]([NH:18][C@H:19]([C:21]2[CH:29]=[CH:28][C:24]([C:25]([OH:27])=[O:26])=[CH:23][CH:22]=2)[CH3:20])=[O:17])[C:5](OC2C=CC=C(F)C=2)=[N:6][CH:7]=1.[CH3:30][C:31]1[C:36]([CH3:37])=[CH:35][CH:34]=[CH:33][C:32]=1[OH:38], predict the reaction product. The product is: [Cl:1][C:2]1[CH:3]=[C:4]([C:16]([NH:18][C@H:19]([C:21]2[CH:29]=[CH:28][C:24]([C:25]([OH:27])=[O:26])=[CH:23][CH:22]=2)[CH3:20])=[O:17])[C:5]([O:38][C:32]2[CH:33]=[CH:34][CH:35]=[C:36]([CH3:37])[C:31]=2[CH3:30])=[N:6][CH:7]=1. (8) Given the reactants [NH2:1][C@@H:2]([CH3:18])[CH2:3][N:4]1[CH:8]=[CH:7][C:6]([C:9]2[CH:16]=[CH:15][C:12]([C:13]#[N:14])=[C:11]([Cl:17])[CH:10]=2)=[N:5]1.[N:19]1[C:20]([C:28](O)=[O:29])=[CH:21][N:22]2[CH:27]=[CH:26][CH:25]=[N:24][C:23]=12, predict the reaction product. The product is: [Cl:17][C:11]1[CH:10]=[C:9]([C:6]2[CH:7]=[CH:8][N:4]([CH2:3][C@@H:2]([NH:1][C:28]([C:20]3[N:19]=[C:23]4[N:24]=[CH:25][CH:26]=[CH:27][N:22]4[CH:21]=3)=[O:29])[CH3:18])[N:5]=2)[CH:16]=[CH:15][C:12]=1[C:13]#[N:14]. (9) Given the reactants C[O-].[Na+].C[O:5][C:6](=O)[CH:7]([O:12][C:13]1[CH:18]=[CH:17][CH:16]=[CH:15][C:14]=1[O:19][CH3:20])[C:8](OC)=[O:9].Cl.[CH:23]([NH2:25])=[NH:24], predict the reaction product. The product is: [CH3:20][O:19][C:14]1[CH:15]=[CH:16][CH:17]=[CH:18][C:13]=1[O:12][C:7]1[C:8]([OH:9])=[N:24][CH:23]=[N:25][C:6]=1[OH:5].